Dataset: NCI-60 drug combinations with 297,098 pairs across 59 cell lines. Task: Regression. Given two drug SMILES strings and cell line genomic features, predict the synergy score measuring deviation from expected non-interaction effect. (1) Drug 1: C1=CC(=CC=C1CCCC(=O)O)N(CCCl)CCCl. Drug 2: CCCCCOC(=O)NC1=NC(=O)N(C=C1F)C2C(C(C(O2)C)O)O. Cell line: OVCAR3. Synergy scores: CSS=5.59, Synergy_ZIP=-8.04, Synergy_Bliss=-6.85, Synergy_Loewe=-19.8, Synergy_HSA=-8.01. (2) Drug 1: CCC(=C(C1=CC=CC=C1)C2=CC=C(C=C2)OCCN(C)C)C3=CC=CC=C3.C(C(=O)O)C(CC(=O)O)(C(=O)O)O. Drug 2: CC1CCC2CC(C(=CC=CC=CC(CC(C(=O)C(C(C(=CC(C(=O)CC(OC(=O)C3CCCCN3C(=O)C(=O)C1(O2)O)C(C)CC4CCC(C(C4)OC)O)C)C)O)OC)C)C)C)OC. Cell line: ACHN. Synergy scores: CSS=10.7, Synergy_ZIP=-1.84, Synergy_Bliss=1.72, Synergy_Loewe=-12.2, Synergy_HSA=-0.128. (3) Drug 1: COC1=CC(=CC(=C1O)OC)C2C3C(COC3=O)C(C4=CC5=C(C=C24)OCO5)OC6C(C(C7C(O6)COC(O7)C8=CC=CS8)O)O. Drug 2: COCCOC1=C(C=C2C(=C1)C(=NC=N2)NC3=CC=CC(=C3)C#C)OCCOC.Cl. Cell line: NCI-H522. Synergy scores: CSS=51.7, Synergy_ZIP=-6.12, Synergy_Bliss=2.05, Synergy_Loewe=6.70, Synergy_HSA=8.75. (4) Drug 1: C1CC(=O)NC(=O)C1N2C(=O)C3=CC=CC=C3C2=O. Drug 2: C1C(C(OC1N2C=NC(=NC2=O)N)CO)O. Cell line: 786-0. Synergy scores: CSS=-3.39, Synergy_ZIP=2.08, Synergy_Bliss=0.827, Synergy_Loewe=-6.41, Synergy_HSA=-3.23. (5) Drug 1: CC1=C(C=C(C=C1)NC2=NC=CC(=N2)N(C)C3=CC4=NN(C(=C4C=C3)C)C)S(=O)(=O)N.Cl. Drug 2: CCC1(CC2CC(C3=C(CCN(C2)C1)C4=CC=CC=C4N3)(C5=C(C=C6C(=C5)C78CCN9C7C(C=CC9)(C(C(C8N6C=O)(C(=O)OC)O)OC(=O)C)CC)OC)C(=O)OC)O.OS(=O)(=O)O. Cell line: CCRF-CEM. Synergy scores: CSS=67.4, Synergy_ZIP=16.2, Synergy_Bliss=15.4, Synergy_Loewe=-29.4, Synergy_HSA=11.7.